Dataset: Full USPTO retrosynthesis dataset with 1.9M reactions from patents (1976-2016). Task: Predict the reactants needed to synthesize the given product. (1) The reactants are: C([Li])CCC.C(NC(C)C)(C)C.[CH:13]1([CH2:16][C:17]#[N:18])[CH2:15][CH2:14]1.C[O:20][C:21](=O)[C:22]1[CH:27]=[CH:26][C:25]([C:28]#[N:29])=[CH:24][CH:23]=1. Given the product [C:17]([CH:16]([CH:13]1[CH2:15][CH2:14]1)[C:21]([C:22]1[CH:27]=[CH:26][C:25]([C:28]#[N:29])=[CH:24][CH:23]=1)=[O:20])#[N:18], predict the reactants needed to synthesize it. (2) The reactants are: [Cl:1][C:2]1[CH:3]=[CH:4][C:5]2[C:11](=O)[C:10](=[CH:13]N(C)C)[CH2:9][C:8](=[O:17])[NH:7][C:6]=2[CH:18]=1.[N+]([O-])(O)=O.[OH:23][C:24]1[CH:25]=[C:26]([NH:32][C:33]([NH2:35])=[NH:34])[CH:27]=[CH:28][C:29]=1[O:30][CH3:31]. Given the product [Cl:1][C:2]1[CH:3]=[CH:4][C:5]2[C:11]3[N:34]=[C:33]([NH:32][C:26]4[CH:27]=[CH:28][C:29]([O:30][CH3:31])=[C:24]([OH:23])[CH:25]=4)[N:35]=[CH:13][C:10]=3[CH2:9][C:8](=[O:17])[NH:7][C:6]=2[CH:18]=1, predict the reactants needed to synthesize it. (3) Given the product [F:1][C:2]1[CH:7]=[CH:6][CH:5]=[C:4]([F:8])[C:3]=1[N:9]1[C:14]2[N:15]=[C:16]([N:40]3[CH2:41][CH2:42][N:37]([CH3:36])[CH2:38][CH2:39]3)[N:17]=[C:18]([C:19]3[CH:20]=[C:21]([CH:28]=[CH:29][C:30]=3[CH3:31])[C:22]([NH:24][CH2:25][CH2:26][CH3:27])=[O:23])[C:13]=2[CH2:12][NH:11][C:10]1=[O:35], predict the reactants needed to synthesize it. The reactants are: [F:1][C:2]1[CH:7]=[CH:6][CH:5]=[C:4]([F:8])[C:3]=1[N:9]1[C:14]2[N:15]=[C:16](S(C)=O)[N:17]=[C:18]([C:19]3[CH:20]=[C:21]([CH:28]=[CH:29][C:30]=3[CH3:31])[C:22]([NH:24][CH2:25][CH2:26][CH3:27])=[O:23])[C:13]=2[CH2:12][NH:11][C:10]1=[O:35].[CH3:36][N:37]1[CH2:42][CH2:41][NH:40][CH2:39][CH2:38]1. (4) Given the product [CH:21]([CH:14]([CH2:15][CH3:16])[C:13]([O:18][CH2:19][CH3:20])=[O:17])=[O:22], predict the reactants needed to synthesize it. The reactants are: C(NC(C)C)(C)C.C([Li])CCC.[C:13]([O:18][CH2:19][CH3:20])(=[O:17])[CH2:14][CH2:15][CH3:16].[CH:21](OCC)=[O:22].C(O)(=O)C. (5) Given the product [CH2:29]([CH:36]1[CH2:41][CH2:40][N:39]([C:17]([C:14]2[N:12]3[N:13]=[C:8]([C:3]4[CH:4]=[CH:5][CH:6]=[CH:7][C:2]=4[Cl:1])[C:9]([C:22]4[CH:27]=[CH:26][C:25]([Cl:28])=[CH:24][CH:23]=4)=[CH:10][C:11]3=[N:16][N:15]=2)=[O:18])[CH2:38][CH2:37]1)[C:30]1[CH:35]=[CH:34][CH:33]=[CH:32][CH:31]=1, predict the reactants needed to synthesize it. The reactants are: [Cl:1][C:2]1[CH:7]=[CH:6][CH:5]=[CH:4][C:3]=1[C:8]1[C:9]([C:22]2[CH:27]=[CH:26][C:25]([Cl:28])=[CH:24][CH:23]=2)=[CH:10][C:11]2[N:12]([C:14]([C:17](OCC)=[O:18])=[N:15][N:16]=2)[N:13]=1.[CH2:29]([CH:36]1[CH2:41][CH2:40][NH:39][CH2:38][CH2:37]1)[C:30]1[CH:35]=[CH:34][CH:33]=[CH:32][CH:31]=1. (6) Given the product [Br:1][C:2]1[S:3][C:4]([N:9]2[CH2:8][C:11]3([CH2:12][CH2:13][N:14]([C:17]([O:19][C:20]([CH3:23])([CH3:22])[CH3:21])=[O:18])[CH2:15][CH2:16]3)[CH2:10]2)=[N:5][N:6]=1, predict the reactants needed to synthesize it. The reactants are: [Br:1][C:2]1[S:3][C:4](Br)=[N:5][N:6]=1.[CH2:8]1[C:11]2([CH2:16][CH2:15][N:14]([C:17]([O:19][C:20]([CH3:23])([CH3:22])[CH3:21])=[O:18])[CH2:13][CH2:12]2)[CH2:10][NH:9]1.CCN(C(C)C)C(C)C. (7) Given the product [NH2:21][CH2:20][C:17]1[C:18]([NH2:19])=[N:7][C:6]([C:5]2[S:1][C:2]3[CH:12]=[CH:11][CH:10]=[CH:9][C:3]=3[CH:4]=2)=[N:8][C:16]=1[C:15]1[CH:22]=[CH:23][C:24]([Cl:26])=[CH:25][C:14]=1[Cl:13], predict the reactants needed to synthesize it. The reactants are: [S:1]1[C:5]([C:6]([NH2:8])=[NH:7])=[CH:4][C:3]2[CH:9]=[CH:10][CH:11]=[CH:12][C:2]1=2.[Cl:13][C:14]1[CH:25]=[C:24]([Cl:26])[CH:23]=[CH:22][C:15]=1[CH:16]=[C:17]([C:20]#[N:21])[C:18]#[N:19].